Dataset: Forward reaction prediction with 1.9M reactions from USPTO patents (1976-2016). Task: Predict the product of the given reaction. The product is: [F:29][C:23]1[C:24]([F:28])=[CH:25][CH:26]=[CH:27][C:22]=1[CH2:21][S:20][C:14]1[N:13]=[C:12]([NH:10][S:7]([C:5]2[N:4]=[CH:3][N:2]([CH3:1])[CH:6]=2)(=[O:9])=[O:8])[CH:17]=[C:16]([O:18][CH3:19])[N:15]=1. Given the reactants [CH3:1][N:2]1[CH:6]=[C:5]([S:7]([NH2:10])(=[O:9])=[O:8])[N:4]=[CH:3]1.Cl[C:12]1[CH:17]=[C:16]([O:18][CH3:19])[N:15]=[C:14]([S:20][CH2:21][C:22]2[CH:27]=[CH:26][CH:25]=[C:24]([F:28])[C:23]=2[F:29])[N:13]=1, predict the reaction product.